From a dataset of Full USPTO retrosynthesis dataset with 1.9M reactions from patents (1976-2016). Predict the reactants needed to synthesize the given product. (1) Given the product [F:35][C:36]1[CH:37]=[C:38]([C:42](=[O:49])[CH:43]([CH2:13][C:9]2[CH:10]=[CH:11][CH:12]=[C:7]([O:6][C:2]([F:14])([F:1])[CH:3]([F:4])[F:5])[CH:8]=2)[C:44]([O:46][CH2:47][CH3:48])=[O:45])[CH:39]=[CH:40][CH:41]=1, predict the reactants needed to synthesize it. The reactants are: [F:1][C:2]([F:14])([O:6][C:7]1[CH:8]=[C:9]([CH3:13])[CH:10]=[CH:11][CH:12]=1)[CH:3]([F:5])[F:4].BrN1C(=O)CCC1=O.N(C(C)(C)C#N)=NC(C)(C)C#N.[F:35][C:36]1[CH:37]=[C:38]([C:42](=[O:49])[CH2:43][C:44]([O:46][CH2:47][CH3:48])=[O:45])[CH:39]=[CH:40][CH:41]=1.[H-].[Na+].FC(F)(OC1C=C(CBr)C=CC=1)C(F)F. (2) Given the product [Br:5][C:6]1[N:11]=[C:10]([C:12]2[N:14]=[N:2][C:19]([CH2:20][CH3:21])=[C:18]([CH2:17][CH3:16])[N:13]=2)[CH:9]=[CH:8][C:7]=1[CH3:15], predict the reactants needed to synthesize it. The reactants are: [OH-].[NH3+:2]N.Cl.[Br:5][C:6]1[N:11]=[C:10]([C:12]([NH2:14])=[NH:13])[CH:9]=[CH:8][C:7]=1[CH3:15].[CH3:16][CH2:17][C:18](=O)[C:19](=O)[CH2:20][CH3:21].O.